This data is from Full USPTO retrosynthesis dataset with 1.9M reactions from patents (1976-2016). The task is: Predict the reactants needed to synthesize the given product. The reactants are: [N+:1]([C:4]1[CH:9]=[C:8]([CH:10]2[O:15][CH2:14][CH2:13][N:12]([CH2:16][CH2:17][CH3:18])[CH2:11]2)[CH:7]=[CH:6][C:5]=1[OH:19])([O-])=O.C([O-])=O.[NH4+]. Given the product [NH2:1][C:4]1[CH:9]=[C:8]([CH:10]2[O:15][CH2:14][CH2:13][N:12]([CH2:16][CH2:17][CH3:18])[CH2:11]2)[CH:7]=[CH:6][C:5]=1[OH:19], predict the reactants needed to synthesize it.